Dataset: Catalyst prediction with 721,799 reactions and 888 catalyst types from USPTO. Task: Predict which catalyst facilitates the given reaction. Reactant: C[O:2][C:3]([CH:5]1[CH2:9][O:8][CH:7]([C:10]2[CH:15]=[CH:14][N:13]=[CH:12][CH:11]=2)[N:6]1[C:16]([O:18][CH2:19][C:20]1[CH:25]=[CH:24][CH:23]=[CH:22][CH:21]=1)=[O:17])=[O:4].[OH-].[Na+].Cl. Product: [CH2:19]([O:18][C:16]([N:6]1[CH:5]([C:3]([OH:4])=[O:2])[CH2:9][O:8][C@H:7]1[C:10]1[CH:11]=[CH:12][N:13]=[CH:14][CH:15]=1)=[O:17])[C:20]1[CH:25]=[CH:24][CH:23]=[CH:22][CH:21]=1. The catalyst class is: 278.